Dataset: Full USPTO retrosynthesis dataset with 1.9M reactions from patents (1976-2016). Task: Predict the reactants needed to synthesize the given product. (1) Given the product [F:29][C:30]1[CH:35]=[C:34]([C:2]2[C:10]3[C:5](=[N:6][CH:7]=[N:8][C:9]=3[NH2:11])[N:4]([CH:12]([C:14]3[CH:15]=[C:16]4[N:21]([C:22]=3[C:23]3[CH:28]=[CH:27][CH:26]=[CH:25][N:24]=3)[CH:20]=[CH:19][CH:18]=[CH:17]4)[CH3:13])[N:3]=2)[CH:33]=[CH:32][CH:31]=1, predict the reactants needed to synthesize it. The reactants are: I[C:2]1[C:10]2[C:5](=[N:6][CH:7]=[N:8][C:9]=2[NH2:11])[N:4]([CH:12]([C:14]2[CH:15]=[C:16]3[N:21]([C:22]=2[C:23]2[CH:28]=[CH:27][CH:26]=[CH:25][N:24]=2)[CH:20]=[CH:19][CH:18]=[CH:17]3)[CH3:13])[N:3]=1.[F:29][C:30]1[CH:31]=[C:32](B(O)O)[CH:33]=[CH:34][CH:35]=1.CCO.C([O-])([O-])=O.[Na+].[Na+]. (2) Given the product [Cl:1][C:2]1[N:7]=[N:6][C:5]([C:8]([F:26])([F:14])[C:9]([O:11][CH2:12][CH3:13])=[O:10])=[CH:4][CH:3]=1, predict the reactants needed to synthesize it. The reactants are: [Cl:1][C:2]1[N:7]=[N:6][C:5]([CH:8]([F:14])[C:9]([O:11][CH2:12][CH3:13])=[O:10])=[CH:4][CH:3]=1.C[Si](C)(C)[N-][Si](C)(C)C.[Li+].[B-](F)(F)(F)[F:26].[B-](F)(F)(F)F.C1[N+]2(CCl)CC[N+](F)(CC2)C1.[NH4+].[Cl-].